From a dataset of Peptide-MHC class II binding affinity with 134,281 pairs from IEDB. Regression. Given a peptide amino acid sequence and an MHC pseudo amino acid sequence, predict their binding affinity value. This is MHC class II binding data. (1) The peptide sequence is EKKYFAATQFEPLAF. The MHC is HLA-DPA10103-DPB10401 with pseudo-sequence HLA-DPA10103-DPB10401. The binding affinity (normalized) is 1.00. (2) The peptide sequence is PASWKNNRIWLQFAK. The MHC is HLA-DQA10501-DQB10301 with pseudo-sequence HLA-DQA10501-DQB10301. The binding affinity (normalized) is 0.223. (3) The peptide sequence is GKAGCQTYKWETFLT. The MHC is HLA-DPA10201-DPB10501 with pseudo-sequence HLA-DPA10201-DPB10501. The binding affinity (normalized) is 0.442. (4) The peptide sequence is GWSSLGREYAAVAEE. The MHC is DRB3_0202 with pseudo-sequence DRB3_0202. The binding affinity (normalized) is 0.0150. (5) The peptide sequence is GRHLIFCHSKRKCDELATKL. The MHC is DRB1_0404 with pseudo-sequence DRB1_0404. The binding affinity (normalized) is 0.